Predict the reactants needed to synthesize the given product. From a dataset of Full USPTO retrosynthesis dataset with 1.9M reactions from patents (1976-2016). (1) Given the product [N:1]([C:4]1[CH:5]=[C:6]([CH:10]=[CH:11][C:12]=1[CH3:23])[C:7]([OH:9])=[O:8])=[N+:19]=[N-:20], predict the reactants needed to synthesize it. The reactants are: [N+:1]([C:4]1[CH:5]=[C:6]([CH:10]=[CH:11][C:12]=1F)[C:7]([OH:9])=[O:8])([O-])=O.N([O-])=O.[Na+].[N-]=[N+:19]=[N-:20].[Na+].O.[C:23](O)(C(F)(F)F)=O. (2) Given the product [Cl:23][C:24]1[CH:31]=[CH:30][C:27]([CH2:28][NH:29][C:19]([C:17]2[S:16][C:11]3[N:10]([C:9](=[O:22])[N:8]([CH2:1][C:2]4[CH:7]=[CH:6][CH:5]=[CH:4][CH:3]=4)[C:13](=[O:14])[C:12]=3[CH3:15])[CH:18]=2)=[O:21])=[CH:26][CH:25]=1, predict the reactants needed to synthesize it. The reactants are: [CH2:1]([N:8]1[C:13](=[O:14])[C:12]([CH3:15])=[C:11]2[S:16][C:17]([C:19]([OH:21])=O)=[CH:18][N:10]2[C:9]1=[O:22])[C:2]1[CH:7]=[CH:6][CH:5]=[CH:4][CH:3]=1.[Cl:23][C:24]1[CH:31]=[CH:30][C:27]([CH2:28][NH2:29])=[CH:26][CH:25]=1.O.ON1C2C=CC=CC=2N=N1.Cl.CN(C)CCCN=C=NCC.